This data is from Forward reaction prediction with 1.9M reactions from USPTO patents (1976-2016). The task is: Predict the product of the given reaction. (1) The product is: [Cl:10][C:7]1[C:8]([CH3:9])=[C:3]([NH:23][C:20]2[CH:19]=[CH:18][C:17]([O:16][CH2:15][CH3:14])=[CH:22][CH:21]=2)[C:4]2[N:5]([CH:11]=[CH:12][N:13]=2)[N:6]=1. Given the reactants Cl.Br[C:3]1[C:4]2[N:5]([CH:11]=[CH:12][N:13]=2)[N:6]=[C:7]([Cl:10])[C:8]=1[CH3:9].[CH3:14][CH2:15][O:16][C:17]1[CH:18]=[CH:19][C:20]([NH2:23])=[CH:21][CH:22]=1.COC1C=CC(N)=CC=1.C([O-])([O-])=O.[K+].[K+], predict the reaction product. (2) Given the reactants CS(C)=O.C(Cl)(=O)C(Cl)=O.[OH:11][CH2:12][C@@H:13]1[CH2:21][C:20]2[C:15](=[CH:16][CH:17]=[CH:18][CH:19]=2)[N:14]1[C:22]([O:24][C:25]([CH3:28])([CH3:27])[CH3:26])=[O:23].C(N(CC)CC)C, predict the reaction product. The product is: [CH:12]([C@@H:13]1[CH2:21][C:20]2[C:15](=[CH:16][CH:17]=[CH:18][CH:19]=2)[N:14]1[C:22]([O:24][C:25]([CH3:28])([CH3:27])[CH3:26])=[O:23])=[O:11].